From a dataset of Catalyst prediction with 721,799 reactions and 888 catalyst types from USPTO. Predict which catalyst facilitates the given reaction. (1) Reactant: [NH2:1][C@H:2]1[CH2:7][C@H:6]([C:8]([O:10][CH2:11][CH3:12])=[O:9])[C@@H:5]([N:13]2[CH2:17][CH2:16][C@H:15]([NH:18][C:19]([O:21][CH2:22][C:23]3[CH:28]=[CH:27][CH:26]=[CH:25][CH:24]=3)=[O:20])[C:14]2=[O:29])[CH2:4][CH2:3]1.[CH3:30][C:31]([CH3:33])=O.[BH-](OC(C)=O)(OC(C)=O)O[C:36](C)=O.[Na+].C=O. Product: [CH2:22]([O:21][C:19]([NH:18][C@H:15]1[CH2:16][CH2:17][N:13]([C@H:5]2[CH2:4][CH2:3][C@@H:2]([N:1]([CH:31]([CH3:33])[CH3:30])[CH3:36])[CH2:7][C@@H:6]2[C:8]([O:10][CH2:11][CH3:12])=[O:9])[C:14]1=[O:29])=[O:20])[C:23]1[CH:24]=[CH:25][CH:26]=[CH:27][CH:28]=1. The catalyst class is: 2. (2) Reactant: Cl.[NH2:2][OH:3].C([O-])(=O)C.[Na+].[F:9][C:10]([F:28])([F:27])[C:11]1[CH:12]=[C:13]([CH:24]=[CH:25][CH:26]=1)[CH2:14][N:15]1[CH2:19][CH:18]2[C:20](=O)[CH2:21][CH2:22][CH:17]2[CH2:16]1. Product: [F:9][C:10]([F:28])([F:27])[C:11]1[CH:12]=[C:13]([CH:24]=[CH:25][CH:26]=1)[CH2:14][N:15]1[CH2:19][CH:18]2[C:20](=[N:2][OH:3])[CH2:21][CH2:22][CH:17]2[CH2:16]1. The catalyst class is: 97. (3) Reactant: [CH3:1][C:2]1[CH:3]=[CH:4][C:5]([S:9][C:10]2[CH:11]=[CH:12][CH:13]=[CH:14][C:15]=2[N:16]2[CH2:21][CH2:20][NH:19][CH2:18][CH2:17]2)=[C:6]([CH3:8])[CH:7]=1.[O:22]=[C:23]([CH2:27][CH2:28][C:29]([OH:31])=[O:30])[C:24]([OH:26])=[O:25]. Product: [CH3:1][C:2]1[CH:3]=[CH:4][C:5]([S:9][C:10]2[CH:11]=[CH:12][CH:13]=[CH:14][C:15]=2[N:16]2[CH2:17][CH2:18][NH:19][CH2:20][CH2:21]2)=[C:6]([CH3:8])[CH:7]=1.[O:22]=[C:23]([CH2:27][CH2:28][C:29]([O-:31])=[O:30])[C:24]([O-:26])=[O:25]. The catalyst class is: 282.